This data is from NCI-60 drug combinations with 297,098 pairs across 59 cell lines. The task is: Regression. Given two drug SMILES strings and cell line genomic features, predict the synergy score measuring deviation from expected non-interaction effect. (1) Drug 1: CC(C1=C(C=CC(=C1Cl)F)Cl)OC2=C(N=CC(=C2)C3=CN(N=C3)C4CCNCC4)N. Cell line: ACHN. Synergy scores: CSS=-0.310, Synergy_ZIP=-1.12, Synergy_Bliss=-4.23, Synergy_Loewe=-5.42, Synergy_HSA=-5.94. Drug 2: B(C(CC(C)C)NC(=O)C(CC1=CC=CC=C1)NC(=O)C2=NC=CN=C2)(O)O. (2) Drug 1: CC12CCC(CC1=CCC3C2CCC4(C3CC=C4C5=CN=CC=C5)C)O. Drug 2: CC1OCC2C(O1)C(C(C(O2)OC3C4COC(=O)C4C(C5=CC6=C(C=C35)OCO6)C7=CC(=C(C(=C7)OC)O)OC)O)O. Cell line: SR. Synergy scores: CSS=49.8, Synergy_ZIP=-3.58, Synergy_Bliss=-6.10, Synergy_Loewe=-11.8, Synergy_HSA=-4.71. (3) Drug 1: CC1=C2C(C(=O)C3(C(CC4C(C3C(C(C2(C)C)(CC1OC(=O)C(C(C5=CC=CC=C5)NC(=O)OC(C)(C)C)O)O)OC(=O)C6=CC=CC=C6)(CO4)OC(=O)C)OC)C)OC. Drug 2: CC(C)CN1C=NC2=C1C3=CC=CC=C3N=C2N. Cell line: OVCAR3. Synergy scores: CSS=64.8, Synergy_ZIP=12.4, Synergy_Bliss=11.2, Synergy_Loewe=-25.2, Synergy_HSA=10.0.